This data is from Reaction yield outcomes from USPTO patents with 853,638 reactions. The task is: Predict the reaction yield, written as a fraction of the theoretical maximum amount of product (1.0 means a 100% yield; for example, 0.34 means a 34% yield). (1) The reactants are [CH3:1][C:2]1[C:7]([CH3:8])=[CH:6][C:5]([CH3:9])=[C:4]([CH3:10])[C:3]=1[OH:11].[Br:12]Br. The catalyst is C(O)(=O)C. The product is [Br:12][C:6]1[C:5]([CH3:9])=[C:4]([CH3:10])[C:3]([OH:11])=[C:2]([CH3:1])[C:7]=1[CH3:8]. The yield is 0.660. (2) The reactants are [OH:1][C:2]1[C:11]2[C:6](=[CH:7][CH:8]=[CH:9][CH:10]=2)[C@@:5]([CH3:17])([CH2:12][CH2:13][CH:14]([CH3:16])[CH3:15])[C:4](=[O:18])[C:3]=1[C:19]1[NH:24][C:23]2[CH:25]=[CH:26][C:27]([NH:29][S:30]([C:33]3[CH:42]=[CH:41][C:40]4[C:35](=[CH:36][CH:37]=[CH:38][CH:39]=4)[CH:34]=3)(=[O:32])=[O:31])=[CH:28][C:22]=2[S:21](=[O:44])(=[O:43])[N:20]=1.[OH-].[Na+:46]. The catalyst is O. The product is [CH3:17][C@@:5]1([CH2:12][CH2:13][CH:14]([CH3:16])[CH3:15])[C:6]2[C:11](=[CH:10][CH:9]=[CH:8][CH:7]=2)[C:2]([O-:1])=[C:3]([C:19]2[NH:24][C:23]3[CH:25]=[CH:26][C:27]([NH:29][S:30]([C:33]4[CH:42]=[CH:41][C:40]5[C:35](=[CH:36][CH:37]=[CH:38][CH:39]=5)[CH:34]=4)(=[O:32])=[O:31])=[CH:28][C:22]=3[S:21](=[O:44])(=[O:43])[N:20]=2)[C:4]1=[O:18].[Na+:46]. The yield is 1.00. (3) The reactants are Br[CH2:2][C:3]1[CH:4]=[C:5]([CH:10]=[CH:11][CH:12]=1)[C:6]([O:8][CH3:9])=[O:7].[C:13]([N:17]1[C:21](=[O:22])[C:20]([NH:23][CH:24]2[CH2:29][CH2:28][NH:27][CH2:26][CH2:25]2)=[C:19]([C:30]2[CH:35]=[CH:34][CH:33]=[CH:32][CH:31]=2)[S:18]1(=[O:37])=[O:36])([CH3:16])([CH3:15])[CH3:14]. No catalyst specified. The product is [C:13]([N:17]1[C:21](=[O:22])[C:20]([NH:23][CH:24]2[CH2:29][CH2:28][N:27]([CH2:2][C:3]3[CH:4]=[C:5]([CH:10]=[CH:11][CH:12]=3)[C:6]([O:8][CH3:9])=[O:7])[CH2:26][CH2:25]2)=[C:19]([C:30]2[CH:31]=[CH:32][CH:33]=[CH:34][CH:35]=2)[S:18]1(=[O:37])=[O:36])([CH3:16])([CH3:14])[CH3:15]. The yield is 0.480. (4) The reactants are [O:1]=[C:2]1[C:7]([CH2:8][C:9]2[CH:14]=[CH:13][C:12]([C:15]3[C:16]([C:21]#[N:22])=[CH:17][CH:18]=[CH:19][CH:20]=3)=[CH:11][CH:10]=2)=[C:6]([CH2:23][CH2:24][CH3:25])[N:5]2[N:26]=[CH:27][N:28]=[C:4]2[NH:3]1.[CH3:29][CH:30]([O:32][C:33]1[CH:38]=[CH:37][C:36](B(O)O)=[CH:35][CH:34]=1)[CH3:31].C(N(CC)CC)C.N1C=CC=CC=1. The catalyst is ClCCl.C(OCC)(=O)C.C([O-])(=O)C.[Cu+2].C([O-])(=O)C. The product is [CH3:29][CH:30]([O:32][C:33]1[CH:38]=[CH:37][C:36]([N:3]2[C:2](=[O:1])[C:7]([CH2:8][C:9]3[CH:10]=[CH:11][C:12]([C:15]4[C:16]([C:21]#[N:22])=[CH:17][CH:18]=[CH:19][CH:20]=4)=[CH:13][CH:14]=3)=[C:6]([CH2:23][CH2:24][CH3:25])[N:5]3[N:26]=[CH:27][N:28]=[C:4]23)=[CH:35][CH:34]=1)[CH3:31]. The yield is 0.820. (5) The reactants are Br[C:2]1[C:11]2[C:6](=[CH:7][CH:8]=[C:9]([O:12][CH3:13])[CH:10]=2)[C:5](=[O:14])[N:4]([C:15]2[CH:22]=[CH:21][C:18]([CH:19]=[O:20])=[CH:17][CH:16]=2)[CH:3]=1.C(=O)([O-])[O-].[K+].[K+].[CH3:29][O:30][C:31]1[CH:36]=[CH:35][C:34](B(O)O)=[CH:33][CH:32]=1. The catalyst is C1C=CC([P]([Pd]([P](C2C=CC=CC=2)(C2C=CC=CC=2)C2C=CC=CC=2)([P](C2C=CC=CC=2)(C2C=CC=CC=2)C2C=CC=CC=2)[P](C2C=CC=CC=2)(C2C=CC=CC=2)C2C=CC=CC=2)(C2C=CC=CC=2)C2C=CC=CC=2)=CC=1. The product is [CH3:13][O:12][C:9]1[CH:10]=[C:11]2[C:6](=[CH:7][CH:8]=1)[C:5](=[O:14])[N:4]([C:15]1[CH:22]=[CH:21][C:18]([CH:19]=[O:20])=[CH:17][CH:16]=1)[CH:3]=[C:2]2[C:34]1[CH:35]=[CH:36][C:31]([O:30][CH3:29])=[CH:32][CH:33]=1. The yield is 0.909.